Dataset: Full USPTO retrosynthesis dataset with 1.9M reactions from patents (1976-2016). Task: Predict the reactants needed to synthesize the given product. (1) Given the product [Br:9][C:5]1[CH:6]=[CH:7][C:8]([C:10](=[O:14])[C:11]([CH3:13])=[CH2:12])=[C:3]([O:2][CH3:1])[CH:4]=1, predict the reactants needed to synthesize it. The reactants are: [CH3:1][O:2][C:3]1[CH:4]=[C:5]([Br:9])[CH:6]=[CH:7][CH:8]=1.[C:10](Cl)(=[O:14])[C:11]([CH3:13])=[CH2:12].[Cl-].[Al+3].[Cl-].[Cl-]. (2) The reactants are: Cl.[NH2:2][C@@H:3]([CH2:33][C:34]1[CH:39]=[CH:38][N:37]=[CH:36][CH:35]=1)[C:4]([N:6]1[CH2:11][CH2:10][CH:9]([N:12]2[N:21]=[C:20]([C:22]3[CH:27]=[CH:26][C:25]([O:28][CH3:29])=[C:24]([O:30][CH3:31])[CH:23]=3)[C@@H:19]3[C@@H:14]([CH2:15][CH2:16][CH2:17][CH2:18]3)[C:13]2=[O:32])[CH2:8][CH2:7]1)=[O:5].[CH:40]1([CH2:43][O:44][C:45]2[CH:53]=[CH:52][C:48]3[O:49][CH2:50][O:51][C:47]=3[C:46]=2[C:54]2[C:55]3[NH:62][CH:61]=[C:60]([C:63](O)=[O:64])[C:56]=3[N:57]=[CH:58][N:59]=2)[CH2:42][CH2:41]1.CCOC(C(C#N)=NOC(N1CCOCC1)=[N+](C)C)=O.F[P-](F)(F)(F)(F)F.CCN(C(C)C)C(C)C.C(=O)(O)[O-].[Na+]. Given the product [CH:40]1([CH2:43][O:44][C:45]2[CH:53]=[CH:52][C:48]3[O:49][CH2:50][O:51][C:47]=3[C:46]=2[C:54]2[C:55]3[NH:62][CH:61]=[C:60]([C:63]([NH:2][C@@H:3]([CH2:33][C:34]4[CH:39]=[CH:38][N:37]=[CH:36][CH:35]=4)[C:4]([N:6]4[CH2:7][CH2:8][CH:9]([N:12]5[N:21]=[C:20]([C:22]6[CH:27]=[CH:26][C:25]([O:28][CH3:29])=[C:24]([O:30][CH3:31])[CH:23]=6)[C@@H:19]6[C@@H:14]([CH2:15][CH2:16][CH2:17][CH2:18]6)[C:13]5=[O:32])[CH2:10][CH2:11]4)=[O:5])=[O:64])[C:56]=3[N:57]=[CH:58][N:59]=2)[CH2:41][CH2:42]1, predict the reactants needed to synthesize it. (3) Given the product [CH3:25][C@H:26]1[CH2:30][CH2:29][CH2:28][N:27]1[C@H:31]1[CH2:35][CH2:34][N:33]([C:8]2[CH:9]=[C:10]3[C:15](=[CH:16][CH:17]=2)[C:14](=[O:18])[N:13]([CH:19]2[CH2:24][CH2:23][O:22][CH2:21][CH2:20]2)[CH2:12][CH2:11]3)[CH2:32]1, predict the reactants needed to synthesize it. The reactants are: CC(C)([O-])C.[Na+].Cl[C:8]1[CH:9]=[C:10]2[C:15](=[CH:16][CH:17]=1)[C:14](=[O:18])[N:13]([CH:19]1[CH2:24][CH2:23][O:22][CH2:21][CH2:20]1)[CH2:12][CH2:11]2.[CH3:25][C@H:26]1[CH2:30][CH2:29][CH2:28][N:27]1[C@H:31]1[CH2:35][CH2:34][NH:33][CH2:32]1. (4) Given the product [Cl:33][C:34]1[CH:39]=[CH:38][CH:37]=[CH:36][C:35]=1[C:40]#[C:41][C:9]1[N:13]2[C:14]3[N:22]=[C:21]([O:23][CH3:24])[CH:20]=[CH:19][C:15]=3[N:16]=[C:17]([CH3:18])[C:12]2=[C:11]([CH3:25])[N:10]=1, predict the reactants needed to synthesize it. The reactants are: ClC1C=C([C:9]2[N:13]3[C:14]4[N:22]=[C:21]([O:23][CH3:24])[CH:20]=[CH:19][C:15]=4[N:16]=[C:17]([CH3:18])[C:12]3=[C:11]([CH3:25])[N:10]=2)C=C(Cl)C=1.CCN(CC)CC.[Cl:33][C:34]1[CH:39]=[CH:38][CH:37]=[CH:36][C:35]=1[C:40]#[CH:41]. (5) Given the product [Br:18][C:2]1[CH:3]=[CH:4][C:5]2[O:6][C:7]3[CH:13]=[CH:12][CH:11]=[CH:10][C:8]=3[C:9]=2[CH:1]=1, predict the reactants needed to synthesize it. The reactants are: [CH:1]1[C:9]2[C:8]3[CH:10]=[CH:11][CH:12]=[CH:13][C:7]=3[O:6][C:5]=2[CH:4]=[CH:3][CH:2]=1.C(O)(=O)C.[Br:18]Br. (6) Given the product [ClH:4].[CH2:33]1[C:32]2([CH2:35][NH:36][CH2:37][CH2:38][N:31]2[S:28]([C:25]2[CH:24]=[CH:23][C:22]([C:15]3[C:16]([C:18]([F:21])([F:20])[F:19])=[CH:17][C:12]([NH:11][C:8]4[N:7]=[C:6]([NH2:5])[NH:10][N:9]=4)=[CH:13][C:14]=3[Cl:46])=[CH:27][CH:26]=2)(=[O:29])=[O:30])[CH2:34]1, predict the reactants needed to synthesize it. The reactants are: C([Cl:4])(=O)C.[NH2:5][C:6]1[NH:10][N:9]=[C:8]([NH:11][C:12]2[CH:17]=[C:16]([C:18]([F:21])([F:20])[F:19])[C:15]([C:22]3[CH:27]=[CH:26][C:25]([S:28]([N:31]4[CH2:38][CH2:37][N:36](C(OC(C)(C)C)=O)[CH2:35][C:32]54[CH2:34][CH2:33]5)(=[O:30])=[O:29])=[CH:24][CH:23]=3)=[C:14]([Cl:46])[CH:13]=2)[N:7]=1. (7) Given the product [CH:30]1([C:26]2[N:25]=[C:24]([CH2:23][N:18]3[C:19]4[C:15](=[C:14]([NH:13][C:11]([C:8]5[N:5]6[CH:6]=[CH:7][C:2]([O:42][CH2:41][CH2:40][N:37]7[CH2:36][CH2:35][N:5]([CH:8]([CH3:11])[CH3:9])[CH2:39][CH2:38]7)=[CH:3][C:4]6=[N:10][CH:9]=5)=[O:12])[CH:22]=[CH:21][CH:20]=4)[C:16]([CH3:33])=[N:17]3)[CH:29]=[CH:28][CH:27]=2)[CH2:31][CH2:32]1, predict the reactants needed to synthesize it. The reactants are: F[C:2]1[CH:7]=[CH:6][N:5]2[C:8]([C:11]([NH:13][C:14]3[CH:22]=[CH:21][CH:20]=[C:19]4[C:15]=3[C:16]([CH3:33])=[N:17][N:18]4[CH2:23][C:24]3[CH:29]=[CH:28][CH:27]=[C:26]([CH:30]([CH3:32])[CH3:31])[N:25]=3)=[O:12])=[CH:9][N:10]=[C:4]2[CH:3]=1.O1[CH2:39][CH2:38][N:37]([CH2:40][CH2:41][OH:42])[CH2:36][CH2:35]1. (8) Given the product [ClH:26].[F:8][C:7]1[C:2]([F:1])=[CH:3][C:4]2[N:22]=[C:12]([NH2:13])[C:11]3[CH:14]=[C:15]([C:18]([F:21])([F:20])[F:19])[CH:16]=[CH:17][C:10]=3[NH:9][C:5]=2[CH:6]=1, predict the reactants needed to synthesize it. The reactants are: [F:1][C:2]1[C:7]([F:8])=[CH:6][C:5]([NH:9][C:10]2[CH:17]=[CH:16][C:15]([C:18]([F:21])([F:20])[F:19])=[CH:14][C:11]=2[C:12]#[N:13])=[C:4]([N+:22]([O-])=O)[CH:3]=1.[Sn](Cl)[Cl:26]. (9) Given the product [CH3:10][C:3]1[CH:4]=[C:5]([CH3:9])[CH:6]=[C:7]([CH3:8])[C:2]=1[C:13]1[CH:14]=[CH:15][CH:16]=[CH:17][C:12]=1[CH3:11], predict the reactants needed to synthesize it. The reactants are: Br[C:2]1[C:7]([CH3:8])=[CH:6][C:5]([CH3:9])=[CH:4][C:3]=1[CH3:10].[CH3:11][C:12]1[CH:17]=[CH:16][CH:15]=[CH:14][C:13]=1B(O)O.C([O-])([O-])=O.[K+].[K+].